This data is from Full USPTO retrosynthesis dataset with 1.9M reactions from patents (1976-2016). The task is: Predict the reactants needed to synthesize the given product. (1) Given the product [CH2:1]([O:8][C:9]1[CH:10]=[CH:11][C:12]([NH:15][CH2:16][C:17]2[CH:22]=[CH:21][CH:20]=[C:19]([O:23][CH:24]3[CH2:29][CH2:28][CH2:27][CH2:26][O:25]3)[CH:18]=2)=[CH:13][CH:14]=1)[C:2]1[CH:3]=[CH:4][CH:5]=[CH:6][CH:7]=1, predict the reactants needed to synthesize it. The reactants are: [CH2:1]([O:8][C:9]1[CH:14]=[CH:13][C:12]([N:15]=[CH:16][C:17]2[CH:22]=[CH:21][CH:20]=[C:19]([O:23][CH:24]3[CH2:29][CH2:28][CH2:27][CH2:26][O:25]3)[CH:18]=2)=[CH:11][CH:10]=1)[C:2]1[CH:7]=[CH:6][CH:5]=[CH:4][CH:3]=1.[BH4-].[Na+].C(=O)(O)[O-].[Na+]. (2) The reactants are: Br[C:2]1[C:10]2[O:9][C:8]([NH:11][C:12]3[CH:17]=[CH:16][C:15]([N:18]4[CH2:23][CH2:22][N:21]([CH2:24][CH2:25][O:26][CH3:27])[CH2:20][CH2:19]4)=[C:14]([CH3:28])[CH:13]=3)=[N:7][C:6]=2[CH:5]=[CH:4][CH:3]=1.[CH3:29][C:30]1[CH:35]=[C:34](B2OC(C)(C)C(C)(C)O2)[CH:33]=[CH:32][C:31]=1[C:45]([N:47]1[CH2:52][CH2:51][O:50][CH2:49][CH2:48]1)=[O:46]. Given the product [CH3:27][O:26][CH2:25][CH2:24][N:21]1[CH2:22][CH2:23][N:18]([C:15]2[CH:16]=[CH:17][C:12]([NH:11][C:8]3[O:9][C:10]4[C:2]([C:34]5[CH:33]=[CH:32][C:31]([C:45]([N:47]6[CH2:48][CH2:49][O:50][CH2:51][CH2:52]6)=[O:46])=[C:30]([CH3:29])[CH:35]=5)=[CH:3][CH:4]=[CH:5][C:6]=4[N:7]=3)=[CH:13][C:14]=2[CH3:28])[CH2:19][CH2:20]1, predict the reactants needed to synthesize it. (3) Given the product [Cl:14][C:8]1[C:9]([OH:10])=[C:4]([C:2](=[O:3])[CH3:1])[CH:5]=[CH:6][C:7]=1[OH:11], predict the reactants needed to synthesize it. The reactants are: [CH3:1][C:2]([C:4]1[CH:5]=[CH:6][C:7]([OH:11])=[CH:8][C:9]=1[OH:10])=[O:3].[OH-].[Na+].[Cl:14][O-].[Na+].Cl. (4) Given the product [Cl:50][C:47]1[S:46][C:45]([C:43]([NH:42][CH2:41][C@@H:39]2[O:38][C:37](=[O:51])[N:36]([C:33]3[CH:34]=[CH:35][C:30]([NH:29][CH2:28][CH2:27][OH:26])=[CH:31][CH:32]=3)[CH2:40]2)=[O:44])=[CH:49][CH:48]=1, predict the reactants needed to synthesize it. The reactants are: [F-].C([N+](CCCC)(CCCC)CCCC)CCC.[Si]([O:26][CH2:27][CH2:28][NH:29][C:30]1[CH:35]=[CH:34][C:33]([N:36]2[CH2:40][C@H:39]([CH2:41][NH:42][C:43]([C:45]3[S:46][C:47]([Cl:50])=[CH:48][CH:49]=3)=[O:44])[O:38][C:37]2=[O:51])=[CH:32][CH:31]=1)(C(C)(C)C)(C)C.